This data is from Reaction yield outcomes from USPTO patents with 853,638 reactions. The task is: Predict the reaction yield, written as a fraction of the theoretical maximum amount of product (1.0 means a 100% yield; for example, 0.34 means a 34% yield). (1) The reactants are [C:1]([Si:5]([CH3:24])([CH3:23])[O:6][C@H:7]([C:17]1[CH:22]=[CH:21][CH:20]=[CH:19][CH:18]=1)[CH2:8][O:9][Si](C(C)(C)C)(C)C)([CH3:4])([CH3:3])[CH3:2].C(=O)(O)[O-].[Na+]. The catalyst is CO. The product is [C:1]([Si:5]([CH3:24])([CH3:23])[O:6][CH:7]([C:17]1[CH:18]=[CH:19][CH:20]=[CH:21][CH:22]=1)[CH2:8][OH:9])([CH3:4])([CH3:3])[CH3:2]. The yield is 0.630. (2) The reactants are [Br:1][C:2]1[N:6]2[N:7]=[C:8]([Cl:12])[CH:9]=[C:10](Br)[C:5]2=[N:4][CH:3]=1.[NH2:13][C:14]1[CH:19]=[CH:18][C:17]([S:20]([NH:23][CH3:24])(=[O:22])=[O:21])=[CH:16][CH:15]=1.CC(C)([O-])C.[K+]. The catalyst is C1COCC1. The product is [Br:1][C:2]1[N:6]2[N:7]=[C:8]([Cl:12])[CH:9]=[C:10]([NH:13][C:14]3[CH:19]=[CH:18][C:17]([S:20]([NH:23][CH3:24])(=[O:22])=[O:21])=[CH:16][CH:15]=3)[C:5]2=[N:4][CH:3]=1. The yield is 0.553. (3) The reactants are B(F)(F)F.CCOCC.[N:10]1[CH:15]=[CH:14][C:13]([N:16]2[CH2:21][CH2:20][CH:19]([C:22]#[N:23])[CH2:18][CH2:17]2)=[CH:12][CH:11]=1.CO. The catalyst is C1COCC1. The product is [N:10]1[CH:15]=[CH:14][C:13]([N:16]2[CH2:17][CH2:18][CH:19]([CH2:22][NH2:23])[CH2:20][CH2:21]2)=[CH:12][CH:11]=1. The yield is 1.00. (4) The reactants are [CH2:1]([N:4]1[C@H:9]([CH3:10])[CH2:8][N:7]([C@@H:11]([C:27]2[CH:32]=[CH:31][CH:30]=[C:29]([OH:33])[CH:28]=2)[C:12]2[CH:13]=[C:14]([C:18]([N:20]3[CH2:26][CH2:25][CH2:24][NH:23][CH2:22][CH2:21]3)=[O:19])[CH:15]=[CH:16][CH:17]=2)[C@@H:6]([CH3:34])[CH2:5]1)[CH:2]=[CH2:3].[C:35]([O:39][CH2:40][CH3:41])(=[O:38])[CH:36]=[CH2:37]. The catalyst is C(O)C. The product is [CH2:40]([O:39][C:35](=[O:38])[CH2:36][CH2:37][N:23]1[CH2:24][CH2:25][CH2:26][N:20]([C:18](=[O:19])[C:14]2[CH:15]=[CH:16][CH:17]=[C:12]([C@@H:11]([N:7]3[CH2:8][C@@H:9]([CH3:10])[N:4]([CH2:1][CH:2]=[CH2:3])[CH2:5][C@@H:6]3[CH3:34])[C:27]3[CH:32]=[CH:31][CH:30]=[C:29]([OH:33])[CH:28]=3)[CH:13]=2)[CH2:21][CH2:22]1)[CH3:41]. The yield is 0.630. (5) The product is [Br:1][C:2]1[CH:3]=[C:4]2[C:10]([C:27]3[CH:26]=[C:25]4[C:30](=[CH:29][CH:28]=3)[NH:22][CH:23]=[CH:24]4)=[CH:9][N:8]([S:12]([C:15]3[CH:21]=[CH:20][C:18]([CH3:19])=[CH:17][CH:16]=3)(=[O:14])=[O:13])[C:5]2=[N:6][CH:7]=1. The yield is 0.760. The reactants are [Br:1][C:2]1[CH:3]=[C:4]2[C:10](I)=[CH:9][N:8]([S:12]([C:15]3[CH:21]=[CH:20][C:18]([CH3:19])=[CH:17][CH:16]=3)(=[O:14])=[O:13])[C:5]2=[N:6][CH:7]=1.[NH:22]1[C:30]2[C:25](=[CH:26][C:27](B(O)O)=[CH:28][CH:29]=2)[CH:24]=[CH:23]1.C([O-])([O-])=O.[Na+].[Na+]. The catalyst is CC#N.C1C=CC(P(C2C=CC=CC=2)C2C=CC=CC=2)=CC=1.C1C=CC(P(C2C=CC=CC=2)C2C=CC=CC=2)=CC=1.Cl[Pd]Cl. (6) The reactants are [F:1][C:2]1[CH:7]=[CH:6][CH:5]=[CH:4][C:3]=1[S:8]([NH:11][C:12]1[CH:17]=[CH:16][CH:15]=[CH:14][C:13]=1[CH:18]1[C:27]([CH3:29])([CH3:28])[CH2:26][C:25]2[C:20](=[CH:21][CH:22]=[C:23]([C:30]([O:32]C)=[O:31])[CH:24]=2)[NH:19]1)(=[O:10])=[O:9].[OH-].[Na+]. The catalyst is O1CCCC1. The product is [F:1][C:2]1[CH:7]=[CH:6][CH:5]=[CH:4][C:3]=1[S:8]([NH:11][C:12]1[CH:17]=[CH:16][CH:15]=[CH:14][C:13]=1[CH:18]1[C:27]([CH3:28])([CH3:29])[CH2:26][C:25]2[C:20](=[CH:21][CH:22]=[C:23]([C:30]([OH:32])=[O:31])[CH:24]=2)[NH:19]1)(=[O:10])=[O:9]. The yield is 0.790. (7) The reactants are [Cl:1][C:2]1[CH:3]=[C:4]([NH:9][C:10]2[C:19]3[C:14](=[C:15]([O:23]C)[CH:16]=[C:17]([N+:20]([O-:22])=[O:21])[CH:18]=3)[N:13]=[CH:12][C:11]=2[C:25]#[N:26])[CH:5]=[CH:6][C:7]=1[F:8].Cl.N1C=CC=CC=1. The catalyst is CN(C=O)C. The product is [Cl:1][C:2]1[CH:3]=[C:4]([NH:9][C:10]2[C:19]3[C:14](=[C:15]([OH:23])[CH:16]=[C:17]([N+:20]([O-:22])=[O:21])[CH:18]=3)[N:13]=[CH:12][C:11]=2[C:25]#[N:26])[CH:5]=[CH:6][C:7]=1[F:8]. The yield is 0.710. (8) The reactants are Cl[C:2]1[N:3]=[CH:4][C:5]([C:8]([N:10]2[CH2:15][CH2:14][C:13]3[NH:16][C:17]([C:19]4[C:27]5[C:22](=[CH:23][C:24]([C:28]6[CH:33]=[C:32]([F:34])[C:31]([OH:35])=[CH:30][C:29]=6[CH2:36][CH3:37])=[CH:25][CH:26]=5)[NH:21][N:20]=4)=[N:18][C:12]=3[CH2:11]2)=[O:9])=[N:6][CH:7]=1.C(OC([N:45]1[CH2:50][CH2:49][NH:48][CH2:47][C@@H:46]1[CH3:51])=O)(C)(C)C. No catalyst specified. The product is [CH2:36]([C:29]1[CH:30]=[C:31]([OH:35])[C:32]([F:34])=[CH:33][C:28]=1[C:24]1[CH:23]=[C:22]2[C:27]([C:19]([C:17]3[NH:16][C:13]4[CH2:14][CH2:15][N:10]([C:8]([C:5]5[N:6]=[CH:7][C:2]([N:48]6[CH2:49][CH2:50][NH:45][C@@H:46]([CH3:51])[CH2:47]6)=[N:3][CH:4]=5)=[O:9])[CH2:11][C:12]=4[N:18]=3)=[N:20][NH:21]2)=[CH:26][CH:25]=1)[CH3:37]. The yield is 0.250.